Dataset: Forward reaction prediction with 1.9M reactions from USPTO patents (1976-2016). Task: Predict the product of the given reaction. The product is: [Cl:1][C:2]1[CH:3]=[CH:4][C:5]2[N:11]3[C:12]([C:15]([F:18])([F:16])[F:17])=[N:13][N:14]=[C:10]3[CH:9]([CH2:19][C:20]([OH:22])=[O:21])[CH2:8][CH:7]([C:24]3[CH:29]=[CH:28][CH:27]=[C:26]([O:30][CH3:31])[C:25]=3[O:32][CH3:33])[C:6]=2[CH:34]=1. Given the reactants [Cl:1][C:2]1[CH:3]=[CH:4][C:5]2[N:11]3[C:12]([C:15]([F:18])([F:17])[F:16])=[N:13][N:14]=[C:10]3[CH:9]([CH2:19][C:20]([O:22]C)=[O:21])[CH2:8][CH:7]([C:24]3[CH:29]=[CH:28][CH:27]=[C:26]([O:30][CH3:31])[C:25]=3[O:32][CH3:33])[C:6]=2[CH:34]=1.Cl.O, predict the reaction product.